This data is from Reaction yield outcomes from USPTO patents with 853,638 reactions. The task is: Predict the reaction yield, written as a fraction of the theoretical maximum amount of product (1.0 means a 100% yield; for example, 0.34 means a 34% yield). (1) The reactants are [Si:1]([O:18][C@H:19]1[C@@H:23]([O:24][CH3:25])[C@H:22]([N:26]2C(=O)C3C(=CC=CC=3)C2=O)[CH2:21][C@@H:20]1[C:37]([O:39][CH3:40])=[O:38])([C:14]([CH3:17])([CH3:16])[CH3:15])([C:8]1[CH:13]=[CH:12][CH:11]=[CH:10][CH:9]=1)[C:2]1[CH:7]=[CH:6][CH:5]=[CH:4][CH:3]=1.CCOCC.NN. The catalyst is C(O)C. The product is [NH2:26][C@@H:22]1[CH2:21][C@H:20]([C:37]([O:39][CH3:40])=[O:38])[C@@H:19]([O:18][Si:1]([C:14]([CH3:15])([CH3:16])[CH3:17])([C:2]2[CH:7]=[CH:6][CH:5]=[CH:4][CH:3]=2)[C:8]2[CH:13]=[CH:12][CH:11]=[CH:10][CH:9]=2)[C@H:23]1[O:24][CH3:25]. The yield is 0.920. (2) The product is [F:15][C:16]([F:29])([F:28])[S:17]([O:20][C:9]1[CH:10]=[CH:2][C:3]([CH2:11][CH:12]([CH3:13])[CH3:14])=[CH:4][C:8]=1[C:31]#[N:30])(=[O:19])=[O:18]. The reactants are O[C:2]1[C:3]([CH2:11][CH:12]([CH3:14])[CH3:13])=[C:4]([CH:8]=[CH:9][CH:10]=1)C(N)=O.[F:15][C:16]([F:29])([F:28])[S:17]([O:20]S(C(F)(F)F)(=O)=O)(=[O:19])=[O:18].[N:30]1C=CC=C[CH:31]=1. The catalyst is C(OCC)(=O)C. The yield is 0.500. (3) The reactants are [N+:1]([C:4]1[CH:12]=[CH:11][C:7]([C:8](Cl)=[O:9])=[CH:6][CH:5]=1)([O-:3])=[O:2].[OH:13][C@H:14]1[C:18]2[N:19]=[CH:20][N:21]=[C:22]([N:23]3[CH2:28][CH2:27][N:26]([C:29]([O:31][C:32]([CH3:35])([CH3:34])[CH3:33])=[O:30])[CH2:25][CH2:24]3)[C:17]=2[C@H:16]([CH3:36])[CH2:15]1.C(N(CC)CC)C.C([O-])(O)=O.[Na+]. The catalyst is C(Cl)Cl. The product is [CH3:36][C@H:16]1[C:17]2[C:22]([N:23]3[CH2:28][CH2:27][N:26]([C:29]([O:31][C:32]([CH3:35])([CH3:34])[CH3:33])=[O:30])[CH2:25][CH2:24]3)=[N:21][CH:20]=[N:19][C:18]=2[C@H:14]([O:13][C:8](=[O:9])[C:7]2[CH:6]=[CH:5][C:4]([N+:1]([O-:3])=[O:2])=[CH:12][CH:11]=2)[CH2:15]1. The yield is 0.845. (4) The reactants are [CH3:1][O:2][C:3]1[N:8]=[N:7][C:6]([N:9]2[C:13]([C:14]3[CH:18]=[CH:17][N:16]([CH3:19])[CH:15]=3)=[CH:12][C:11]([C:20]([OH:22])=O)=[N:10]2)=[CH:5][CH:4]=1.Cl.[CH3:24][NH:25][CH3:26]. No catalyst specified. The product is [CH3:24][N:25]([CH3:26])[C:20]([C:11]1[CH:12]=[C:13]([C:14]2[CH:18]=[CH:17][N:16]([CH3:19])[CH:15]=2)[N:9]([C:6]2[N:7]=[N:8][C:3]([O:2][CH3:1])=[CH:4][CH:5]=2)[N:10]=1)=[O:22]. The yield is 0.300. (5) The reactants are [C:1]([O:5][C:6]([N:8]1[CH2:13][CH2:12][CH:11](CCOC(OC2C=CC=CC=2)=O)[CH2:10][CH2:9]1)=[O:7])([CH3:4])([CH3:3])[CH3:2].[CH3:26][CH:27]1[CH2:32][CH2:31][NH:30][CH2:29][CH2:28]1. No catalyst specified. The product is [CH3:26][CH:27]1[CH2:32][CH2:31][N:30]([C:6]([O:5][CH2:1][CH2:2][CH:13]2[CH2:12][CH2:11][CH2:10][CH2:9][N:8]2[C:6]([O:5][C:1]([CH3:2])([CH3:3])[CH3:4])=[O:7])=[O:7])[CH2:29][CH2:28]1. The yield is 0.980. (6) The reactants are [CH3:1][O-].[Na+].[N:4]#[C:5][NH2:6].[Cl:7][C:8]1[CH:13]=[C:12]([N:14]=[C:15]=[S:16])[CH:11]=[C:10]([Cl:17])[C:9]=1[I:18].CI. The catalyst is CO. The product is [C:5](/[N:6]=[C:15](\[S:16][CH3:1])/[NH:14][C:12]1[CH:13]=[C:8]([Cl:7])[C:9]([I:18])=[C:10]([Cl:17])[CH:11]=1)#[N:4]. The yield is 0.380. (7) The reactants are [O:1]1[CH2:6][CH2:5][CH2:4][CH2:3][CH:2]1[O:7][C:8]1[CH:13]=[CH:12][C:11]([C:14](=[O:16])[CH3:15])=[CH:10][CH:9]=1.[Cl:17][C:18]1[C:25]([Cl:26])=[CH:24][CH:23]=[CH:22][C:19]=1[CH:20]=O.CCO.[OH-].[Na+]. The product is [Cl:17][C:18]1[C:25]([Cl:26])=[CH:24][CH:23]=[CH:22][C:19]=1[CH:20]=[CH:15][C:14]([C:11]1[CH:12]=[CH:13][C:8]([O:7][CH:2]2[CH2:3][CH2:4][CH2:5][CH2:6][O:1]2)=[CH:9][CH:10]=1)=[O:16]. The catalyst is CO. The yield is 0.870. (8) The reactants are [CH3:1][C:2]1[C:6]([CH2:7][N:8]2[CH:12]=[C:11]([N:13]3[CH2:17][CH2:16][NH:15][C:14]3=[O:18])[CH:10]=[N:9]2)=[C:5]([CH3:19])[O:4][N:3]=1.[H-].[Na+].[CH2:22](Br)[C:23]1[CH:28]=[CH:27][CH:26]=[CH:25][CH:24]=1. The catalyst is CN(C=O)C. The product is [CH2:22]([N:15]1[CH2:16][CH2:17][N:13]([C:11]2[CH:10]=[N:9][N:8]([CH2:7][C:6]3[C:2]([CH3:1])=[N:3][O:4][C:5]=3[CH3:19])[CH:12]=2)[C:14]1=[O:18])[C:23]1[CH:28]=[CH:27][CH:26]=[CH:25][CH:24]=1. The yield is 0.310. (9) The reactants are Cl[C:2]1[CH:7]=[CH:6][N:5]=[C:4]([S:8][CH3:9])[N:3]=1.CC1(C)C(C)(C)OB([C:18]2[CH:19]=[N:20][NH:21][CH:22]=2)O1.C([O-])([O-])=O.[Na+].[Na+]. The yield is 0.710. The product is [CH3:9][S:8][C:4]1[N:3]=[C:2]([C:18]2[CH:19]=[N:20][NH:21][CH:22]=2)[CH:7]=[CH:6][N:5]=1. The catalyst is C1C=CC([P]([Pd]([P](C2C=CC=CC=2)(C2C=CC=CC=2)C2C=CC=CC=2)([P](C2C=CC=CC=2)(C2C=CC=CC=2)C2C=CC=CC=2)[P](C2C=CC=CC=2)(C2C=CC=CC=2)C2C=CC=CC=2)(C2C=CC=CC=2)C2C=CC=CC=2)=CC=1.C1(C)C=CC=CC=1.CCO.O. (10) The catalyst is O1CCCC1. The product is [NH2:55][C:56]1[C:57]([CH3:69])=[C:58]([CH3:68])[C:59]2[O:63][C:62]([CH3:64])([CH3:65])[C:61](=[O:66])[C:60]=2[C:67]=1[Br:1]. The reactants are [Br-:1].[Br-].[Br-].C([N+](CCCC)(CCCC)CCCC)CCC.C([N+](CCCC)(CCCC)CCCC)CCC.C([N+](CCCC)(CCCC)CCCC)CCC.[NH2:55][C:56]1[C:57]([CH3:69])=[C:58]([CH3:68])[C:59]2[O:63][C:62]([CH3:65])([CH3:64])[C:61](=[O:66])[C:60]=2[CH:67]=1.S([O-])([O-])=O.[Na+].[Na+]. The yield is 0.720.